From a dataset of Full USPTO retrosynthesis dataset with 1.9M reactions from patents (1976-2016). Predict the reactants needed to synthesize the given product. (1) Given the product [C:6]([OH:8])(=[O:7])[C:5]1[CH:9]=[CH:10][CH:11]=[CH:12][CH:4]=1, predict the reactants needed to synthesize it. The reactants are: BrBr.Br[C:4]1[C:12](OC)=[C:11](OC)[C:10](OC)=[CH:9][C:5]=1[C:6]([OH:8])=[O:7].[OH-].[Na+].O. (2) Given the product [CH3:24][O:25][C:2]1[CH:7]=[CH:6][C:5]([NH:8][C:9]2[S:10][CH:11]=[C:12]([C:14]3[S:18][C:17]([NH:19][C:20]([NH2:22])=[NH:21])=[N:16][C:15]=3[CH3:23])[N:13]=2)=[CH:4][CH:3]=1, predict the reactants needed to synthesize it. The reactants are: N[C:2]1[CH:7]=[CH:6][C:5]([NH:8][C:9]2[S:10][CH:11]=[C:12]([C:14]3[S:18][C:17]([NH:19][C:20]([NH2:22])=[NH:21])=[N:16][C:15]=3[CH3:23])[N:13]=2)=[CH:4][CH:3]=1.[CH3:24][O:25]C1C=CC(NC(N)=S)=CC=1. (3) Given the product [CH2:1]([O:8][C:9]1[CH:14]=[C:13]([CH:12]=[CH:11][C:10]=1[O:18][CH2:19][CH2:20][O:21][CH3:22])[NH2:15])[C:2]1[CH:7]=[CH:6][CH:5]=[CH:4][CH:3]=1, predict the reactants needed to synthesize it. The reactants are: [CH2:1]([O:8][C:9]1[CH:14]=[C:13]([N+:15]([O-])=O)[CH:12]=[CH:11][C:10]=1[O:18][CH2:19][CH2:20][O:21][CH3:22])[C:2]1[CH:7]=[CH:6][CH:5]=[CH:4][CH:3]=1.C(O)C.Cl[Sn]Cl.C(=O)(O)[O-].[Na+]. (4) Given the product [Cl:1][C:2]1[CH:24]=[CH:23][C:5]([CH2:6][NH:7][C:8]([C:10]2[C:11](=[O:22])[C:12]3[S:19][C:18]([CH2:20][N:25]4[CH2:30][CH2:29][O:28][CH2:27][CH2:26]4)=[CH:17][C:13]=3[N:14]([CH3:16])[CH:15]=2)=[O:9])=[CH:4][CH:3]=1, predict the reactants needed to synthesize it. The reactants are: [Cl:1][C:2]1[CH:24]=[CH:23][C:5]([CH2:6][NH:7][C:8]([C:10]2[C:11](=[O:22])[C:12]3[S:19][C:18]([CH2:20]Cl)=[CH:17][C:13]=3[N:14]([CH3:16])[CH:15]=2)=[O:9])=[CH:4][CH:3]=1.[NH:25]1[CH2:30][CH2:29][O:28][CH2:27][CH2:26]1.C(N(C(C)C)CC)(C)C. (5) The reactants are: ClC(O[C:6](=[O:23])[O:7][C@H:8]1[CH2:13][CH2:12][CH2:11][N:10]([C:14](=[O:22])[C:15]2[CH:20]=[CH:19][C:18]([F:21])=[CH:17][CH:16]=2)[CH2:9]1)(Cl)Cl.[NH2:24][C:25]1[CH:30]=[CH:29][N:28]=[CH:27][CH:26]=1. Given the product [F:21][C:18]1[CH:17]=[CH:16][C:15]([C:14]([N:10]2[CH2:11][CH2:12][CH2:13][C@H:8]([O:7][C:6](=[O:23])[NH:24][C:25]3[CH:30]=[CH:29][N:28]=[CH:27][CH:26]=3)[CH2:9]2)=[O:22])=[CH:20][CH:19]=1, predict the reactants needed to synthesize it. (6) Given the product [CH3:15][N:11]1[C:12]2[C:8](=[CH:7][C:6]([N+:3]([O-:5])=[O:4])=[CH:14][CH:13]=2)[CH:9]=[N:10]1, predict the reactants needed to synthesize it. The reactants are: [H-].[Na+].[N+:3]([C:6]1[CH:7]=[C:8]2[C:12](=[CH:13][CH:14]=1)[NH:11][N:10]=[CH:9]2)([O-:5])=[O:4].[CH3:15]I. (7) The reactants are: C[O:2][C:3](=[O:41])[C:4]1[CH:9]=[C:8]([O:10][C:11]2[CH:16]=[CH:15][C:14]([NH:17][S:18]([C:21]3[CH:26]=[CH:25][C:24]([CH3:27])=[CH:23][CH:22]=3)(=[O:20])=[O:19])=[C:13]([NH:28][CH3:29])[CH:12]=2)[CH:7]=[CH:6][C:5]=1[NH:30][S:31]([C:34]1[CH:39]=[CH:38][C:37]([CH3:40])=[CH:36][CH:35]=1)(=[O:33])=[O:32]. Given the product [CH3:29][NH:28][C:13]1[CH:12]=[C:11]([CH:16]=[CH:15][C:14]=1[NH:17][S:18]([C:21]1[CH:22]=[CH:23][C:24]([CH3:27])=[CH:25][CH:26]=1)(=[O:20])=[O:19])[O:10][C:8]1[CH:7]=[CH:6][C:5]([NH:30][S:31]([C:34]2[CH:35]=[CH:36][C:37]([CH3:40])=[CH:38][CH:39]=2)(=[O:33])=[O:32])=[C:4]([CH:9]=1)[C:3]([OH:41])=[O:2], predict the reactants needed to synthesize it.